From a dataset of Catalyst prediction with 721,799 reactions and 888 catalyst types from USPTO. Predict which catalyst facilitates the given reaction. (1) Reactant: [F:1][C:2]1[CH:7]=[CH:6][C:5]([C:8]2[CH:13]=[CH:12][CH:11]=[C:10]([S:14](Cl)(=[O:16])=[O:15])[CH:9]=2)=[CH:4][CH:3]=1.[CH3:18][C:19]1[CH:25]=[C:24]([N+:26]([O-:28])=[O:27])[CH:23]=[CH:22][C:20]=1[NH2:21].N1C=CC=CC=1. Product: [CH3:18][C:19]1[CH:25]=[C:24]([N+:26]([O-:28])=[O:27])[CH:23]=[CH:22][C:20]=1[NH:21][S:14]([C:10]1[CH:9]=[C:8]([C:5]2[CH:6]=[CH:7][C:2]([F:1])=[CH:3][CH:4]=2)[CH:13]=[CH:12][CH:11]=1)(=[O:16])=[O:15]. The catalyst class is: 2. (2) Reactant: CS([C:5]1[N:10]=[C:9]([NH:11][C@H:12]2[CH2:17][CH2:16][CH2:15][N:14]([S:18]([CH2:21][CH:22]([CH3:24])[CH3:23])(=[O:20])=[O:19])[CH2:13]2)[C:8]([C:25]2[N:26]=[C:27]3[CH:33]=[CH:32][N:31](COCC[Si](C)(C)C)[C:28]3=[N:29][CH:30]=2)=[CH:7][N:6]=1)(=O)=O.[NH:42]1[CH2:47][CH2:46][O:45][CH2:44][CH2:43]1.CS(C)(=O)=O. Product: [CH3:23][CH:22]([CH3:24])[CH2:21][S:18]([N:14]1[CH2:15][CH2:16][CH2:17][C@H:12]([NH:11][C:9]2[C:8]([C:25]3[N:26]=[C:27]4[CH:33]=[CH:32][NH:31][C:28]4=[N:29][CH:30]=3)=[CH:7][N:6]=[C:5]([N:42]3[CH2:47][CH2:46][O:45][CH2:44][CH2:43]3)[N:10]=2)[CH2:13]1)(=[O:20])=[O:19]. The catalyst class is: 12. (3) Reactant: CN(C(ON1N=NC2C=CC=NC1=2)=[N+](C)C)C.F[P-](F)(F)(F)(F)F.[NH2:25][CH2:26][C:27]1[C:28]([F:44])=[C:29]([O:34][C:35]2[CH:36]=[C:37]([CH:40]=[C:41]([Cl:43])[CH:42]=2)[C:38]#[N:39])[C:30]([Cl:33])=[CH:31][CH:32]=1.[CH3:45][C:46]([O:49][C:50]([NH:52][C:53]1[CH:61]=[C:60]2[C:56]([CH:57]=[C:58]([C:62](O)=[O:63])[NH:59]2)=[CH:55][CH:54]=1)=[O:51])([CH3:48])[CH3:47].CCN(C(C)C)C(C)C. Product: [Cl:33][C:30]1[CH:31]=[CH:32][C:27]([CH2:26][NH:25][C:62]([C:58]2[NH:59][C:60]3[C:56]([CH:57]=2)=[CH:55][CH:54]=[C:53]([NH:52][C:50](=[O:51])[O:49][C:46]([CH3:47])([CH3:45])[CH3:48])[CH:61]=3)=[O:63])=[C:28]([F:44])[C:29]=1[O:34][C:35]1[CH:36]=[C:37]([C:38]#[N:39])[CH:40]=[C:41]([Cl:43])[CH:42]=1. The catalyst class is: 248. (4) Reactant: C(=O)(O)[O-].[Na+].[C:6]([C:8](=[N:14]O)[C:9]([O:11][CH2:12][CH3:13])=[O:10])#[N:7].S(S([O-])=O)([O-])=O.[Na+].[Na+].II. Product: [CH2:12]([O:11][C:9](=[O:10])[CH:8]([NH2:14])[C:6]#[N:7])[CH3:13]. The catalyst class is: 161. (5) Reactant: [C:1]([O:5][C:6]([NH:8][C@@H:9]([C:14]([NH:16][C:17]1[CH:22]=[CH:21][C:20]([N:23]2[CH2:27][C@H:26]([CH2:28][NH:29][C:30]([C:32]3[S:33][C:34]([Cl:37])=[CH:35][CH:36]=3)=[O:31])[O:25][C:24]2=[O:38])=[CH:19][CH:18]=1)=[O:15])[CH2:10][CH2:11]SC)=[O:7])([CH3:4])([CH3:3])[CH3:2].[I-].C[S+](C)C.C(=O)([O-])[O-].[K+].[K+]. Product: [Cl:37][C:34]1[S:33][C:32]([C:30]([NH:29][CH2:28][C@@H:26]2[O:25][C:24](=[O:38])[N:23]([C:20]3[CH:21]=[CH:22][C:17]([N:16]4[CH2:11][CH2:10][C@@H:9]([NH:8][C:6](=[O:7])[O:5][C:1]([CH3:4])([CH3:2])[CH3:3])[C:14]4=[O:15])=[CH:18][CH:19]=3)[CH2:27]2)=[O:31])=[CH:36][CH:35]=1. The catalyst class is: 16. (6) Product: [I:12][C:11]1[C:4]2[C:5](=[N:6][CH:7]=[N:8][C:3]=2[NH:2][CH3:1])[NH:9][N:10]=1. Reactant: [CH3:1][NH:2][C:3]1[N:8]=[CH:7][N:6]=[C:5]2[NH:9][N:10]=[CH:11][C:4]=12.[I:12]N1C(=O)CCC1=O. The catalyst class is: 3. (7) Reactant: [Cl:1][C:2]1[C:3]([O:12][C:13]2[CH:18]=[C:17]([O:19][CH2:20][CH2:21][O:22][CH3:23])[CH:16]=[CH:15][C:14]=2/[CH:24]=[CH:25]/[CH2:26][OH:27])=[N:4][CH:5]=[C:6]([C:8]([F:11])([F:10])[F:9])[CH:7]=1.Cl[S:29]([N:32]=[C:33]=[O:34])(=[O:31])=[O:30].[NH2:35][CH2:36][CH2:37][O:38][CH:39]([CH3:41])[CH3:40].Cl. Product: [CH:39]([O:38][CH2:37][CH2:36][NH:35][S:29]([NH:32][C:33](=[O:34])[O:27][CH2:26]/[CH:25]=[CH:24]/[C:14]1[CH:15]=[CH:16][C:17]([O:19][CH2:20][CH2:21][O:22][CH3:23])=[CH:18][C:13]=1[O:12][C:3]1[C:2]([Cl:1])=[CH:7][C:6]([C:8]([F:9])([F:11])[F:10])=[CH:5][N:4]=1)(=[O:31])=[O:30])([CH3:41])[CH3:40]. The catalyst class is: 852.